The task is: Predict the reaction yield, written as a fraction of the theoretical maximum amount of product (1.0 means a 100% yield; for example, 0.34 means a 34% yield).. This data is from Reaction yield outcomes from USPTO patents with 853,638 reactions. (1) The catalyst is C1(C)C=CC=CC=1.C([O-])(=O)C.[Pd+2].C([O-])(=O)C. The reactants are Cl[C:2]1[CH:3]=[CH:4][C:5]2[C:15]3[C:10](=[CH:11][N:12]=[CH:13][CH:14]=3)[CH:9]([CH:16]3[CH2:18][CH2:17]3)[O:8][C:6]=2[CH:7]=1.[C:19]([O:23][C:24](=[O:33])[NH:25][C@@H:26]([CH2:29][CH:30]([CH3:32])[CH3:31])[CH2:27][OH:28])([CH3:22])([CH3:21])[CH3:20].C(=O)([O-])[O-].[Cs+].[Cs+].C(P(C(C)(C)C)C1C=CC=CC=1C1C(C(C)C)=CC(C(C)C)=CC=1C(C)C)(C)(C)C. The product is [C:19]([O:23][C:24](=[O:33])[NH:25][C@@H:26]([CH2:29][CH:30]([CH3:31])[CH3:32])[CH2:27][O:28][C:2]1[CH:3]=[CH:4][C:5]2[C:15]3[C:10](=[CH:11][N:12]=[CH:13][CH:14]=3)[CH:9]([CH:16]3[CH2:18][CH2:17]3)[O:8][C:6]=2[CH:7]=1)([CH3:22])([CH3:21])[CH3:20]. The yield is 0.500. (2) The reactants are [CH3:1][O:2][N:3]([CH3:13])[C:4]([C:6]1[CH:11]=[CH:10][CH:9]=[C:8](F)[N:7]=1)=[O:5].[N:14]([Si](C)(C)C)=[N+:15]=[N-:16]. The catalyst is CN(C=O)C.ClCCl. The product is [CH3:1][O:2][N:3]([CH3:13])[C:4]([C:6]1[CH:11]=[CH:10][CH:9]=[C:8]([N:14]=[N+:15]=[N-:16])[N:7]=1)=[O:5]. The yield is 0.250. (3) The reactants are [CH:1]([C:3]1[C:4]([NH:9]C(=O)C(C)(C)C)=[N:5][CH:6]=[CH:7][CH:8]=1)=[O:2].[OH-].[Na+].C(OCC)(=O)C. The catalyst is O1CCCC1. The product is [NH2:9][C:4]1[C:3]([CH2:1][OH:2])=[CH:8][CH:7]=[CH:6][N:5]=1. The yield is 0.530.